Regression. Given two drug SMILES strings and cell line genomic features, predict the synergy score measuring deviation from expected non-interaction effect. From a dataset of Merck oncology drug combination screen with 23,052 pairs across 39 cell lines. Drug 1: CN1C(=O)C=CC2(C)C3CCC4(C)C(NC(=O)OCC(F)(F)F)CCC4C3CCC12. Synergy scores: synergy=-9.58. Cell line: UWB1289. Drug 2: CCC1=CC2CN(C1)Cc1c([nH]c3ccccc13)C(C(=O)OC)(c1cc3c(cc1OC)N(C)C1C(O)(C(=O)OC)C(OC(C)=O)C4(CC)C=CCN5CCC31C54)C2.